This data is from Catalyst prediction with 721,799 reactions and 888 catalyst types from USPTO. The task is: Predict which catalyst facilitates the given reaction. (1) Reactant: C([O:8][C:9]1[CH:24]=[C:23]([B:25]2[O:29][C:28]([CH3:31])([CH3:30])[C:27]([CH3:33])([CH3:32])[O:26]2)[CH:22]=[CH:21][C:10]=1[C:11]([O:13]CC1C=CC=CC=1)=[O:12])C1C=CC=CC=1.CO. Product: [OH:8][C:9]1[CH:24]=[C:23]([B:25]2[O:29][C:28]([CH3:31])([CH3:30])[C:27]([CH3:33])([CH3:32])[O:26]2)[CH:22]=[CH:21][C:10]=1[C:11]([OH:13])=[O:12]. The catalyst class is: 481. (2) Reactant: [CH2:1]([O:8][C:9]1[CH:26]=[CH:25][C:12]([CH2:13][NH:14][CH2:15][CH2:16][C:17](=[O:24])[NH:18][O:19][C:20]([CH3:23])([CH3:22])[CH3:21])=[CH:11][C:10]=1[O:27][CH3:28])[C:2]1[CH:7]=[CH:6][CH:5]=[CH:4][CH:3]=1.C(N(CC)CC)C.[C:36](Cl)(=[O:40])[CH:37]([CH3:39])[CH3:38]. Product: [CH2:1]([O:8][C:9]1[CH:26]=[CH:25][C:12]([CH2:13][N:14]([CH2:15][CH2:16][C:17](=[O:24])[NH:18][O:19][C:20]([CH3:22])([CH3:23])[CH3:21])[C:36](=[O:40])[CH:37]([CH3:39])[CH3:38])=[CH:11][C:10]=1[O:27][CH3:28])[C:2]1[CH:3]=[CH:4][CH:5]=[CH:6][CH:7]=1. The catalyst class is: 2. (3) Reactant: [NH2:1][C:2]1[N:7]=[C:6]([C:8]2[CH:15]=[C:14]([F:16])[C:11]([CH:12]=O)=[C:10]([F:17])[CH:9]=2)[CH:5]=[CH:4][N:3]=1.C(=O)([O-])[O-].[Na+].[Na+].Cl.[NH2:25]O.[CH3:27][CH2:28][OH:29]. Product: [C:12]([C:11]1[C:14]([F:16])=[CH:15][C:8]([C:6]2[CH:5]=[CH:4][N:3]=[C:2]([NH:1][C:28](=[O:29])[CH3:27])[N:7]=2)=[CH:9][C:10]=1[F:17])#[N:25]. The catalyst class is: 6. (4) Reactant: [CH2:1]([O:9][C:10]1[CH:18]=[CH:17][CH:16]=[C:15]2[C:11]=1[CH:12]=[CH:13][NH:14]2)[CH2:2][C:3]1[CH:8]=[CH:7][CH:6]=[CH:5][CH:4]=1.[NH2:19][C:20]1[N:25]=[C:24](Cl)[CH:23]=[CH:22][N:21]=1. Product: [CH2:1]([O:9][C:10]1[CH:18]=[CH:17][CH:16]=[C:15]2[C:11]=1[CH:12]=[CH:13][N:14]2[C:22]1[CH:23]=[CH:24][N:25]=[C:20]([NH2:19])[N:21]=1)[CH2:2][C:3]1[CH:4]=[CH:5][CH:6]=[CH:7][CH:8]=1. The catalyst class is: 6. (5) Reactant: [O:1]1[CH2:6][CH2:5][N:4]([S:7]([C:10]2[S:11][C:12]([N+:15]([O-])=O)=[CH:13][CH:14]=2)(=[O:9])=[O:8])[CH2:3][CH2:2]1.Cl.O.O.Cl[Sn]Cl.[NH4+].[OH-]. Product: [NH2:15][C:12]1[S:11][C:10]([S:7]([N:4]2[CH2:3][CH2:2][O:1][CH2:6][CH2:5]2)(=[O:9])=[O:8])=[CH:14][CH:13]=1. The catalyst class is: 6. (6) Reactant: [OH-].[Na+].[Cl:3][C:4]1[CH:26]=[C:25]([C:27]([NH:29][CH2:30][C:31]2[CH:36]=[CH:35][CH:34]=[C:33]([O:37]C(C3C=CSC=3)=O)[CH:32]=2)=[O:28])[CH:24]=[C:23]([Cl:45])[C:5]=1[C:6]([NH:8][C@H:9]([C:19]([O:21]C)=[O:20])[CH2:10][NH:11][C:12]([C:14]1[CH:18]=[CH:17][S:16][CH:15]=1)=[O:13])=[O:7].ClC1C=C(C(NCC2C=CC=C(O)C=2)=O)C=C(Cl)C=1C(N[C@H](C(OC)=O)CNC(C1C=CSC=1)=O)=O. Product: [Cl:3][C:4]1[CH:26]=[C:25]([C:27]([NH:29][CH2:30][C:31]2[CH:36]=[CH:35][CH:34]=[C:33]([OH:37])[CH:32]=2)=[O:28])[CH:24]=[C:23]([Cl:45])[C:5]=1[C:6]([NH:8][C@H:9]([C:19]([OH:21])=[O:20])[CH2:10][NH:11][C:12]([C:14]1[CH:18]=[CH:17][S:16][CH:15]=1)=[O:13])=[O:7]. The catalyst class is: 5.